Dataset: hERG potassium channel inhibition data for cardiac toxicity prediction from Karim et al.. Task: Regression/Classification. Given a drug SMILES string, predict its toxicity properties. Task type varies by dataset: regression for continuous values (e.g., LD50, hERG inhibition percentage) or binary classification for toxic/non-toxic outcomes (e.g., AMES mutagenicity, cardiotoxicity, hepatotoxicity). Dataset: herg_karim. (1) The compound is CC(=O)Nc1ccc(C(=O)Nc2cc(-c3cccs3)ccc2N)cc1. The result is 0 (non-blocker). (2) The compound is C[C@@]1(c2cc(CNCC(F)(F)F)c(F)cc2F)CCSC(N)=N1. The result is 1 (blocker). (3) The compound is COc1ccccc1N1CCN(CCCC(C(=O)O)(c2ccc(Br)cc2)C(C)C)CC1. The result is 1 (blocker). (4) The compound is COc1ccc2nccc(NC(=O)C3CCC(NCc4cc5c(cn4)OCCO5)CC3)c2n1. The result is 0 (non-blocker). (5) The drug is NC1=NC2(CO1)c1cc(Br)ccc1OC1(CCCC1)C21COC1. The result is 0 (non-blocker).